This data is from Catalyst prediction with 721,799 reactions and 888 catalyst types from USPTO. The task is: Predict which catalyst facilitates the given reaction. (1) Reactant: N([O-])=O.[Na+].[CH2:5]([O:7][C:8]([C:10]1[C:19](N)=[CH:18][C:17]2[C:12](=[C:13]([O:21][CH3:22])[CH:14]=[CH:15][CH:16]=2)[CH:11]=1)=[O:9])[CH3:6].C([O-])(O)=O.[Na+].[ClH:28]. Product: [CH2:5]([O:7][C:8]([C:10]1[C:19]([Cl:28])=[CH:18][C:17]2[C:12](=[C:13]([O:21][CH3:22])[CH:14]=[CH:15][CH:16]=2)[CH:11]=1)=[O:9])[CH3:6]. The catalyst class is: 6. (2) Reactant: CCN(C(C)C)C(C)C.[F:10][C:11]1[CH:16]=[CH:15][C:14]([F:17])=[CH:13][C:12]=1[CH:18]1[CH2:22][CH2:21][CH2:20][N:19]1[C:23]1[CH:28]=[CH:27][N:26]2[N:29]=[CH:30][C:31]([C:32]([OH:34])=[O:33])=[C:25]2[CH:24]=1.CN(C(ON1N=NC2C=CC=NC1=2)=[N+](C)C)C.F[P-](F)(F)(F)(F)F.[NH:59]1[CH2:63][CH2:62][C@H:61]([OH:64])[CH2:60]1. Product: [F:10][C:11]1[CH:16]=[CH:15][C:14]([F:17])=[CH:13][C:12]=1[CH:18]1[CH2:22][CH2:21][CH2:20][N:19]1[C:23]1[CH:28]=[CH:27][N:26]2[N:29]=[CH:30][C:31]([C:32]([OH:34])=[O:33])=[C:25]2[CH:24]=1.[F:10][C:11]1[CH:16]=[CH:15][C:14]([F:17])=[CH:13][C:12]=1[CH:18]1[CH2:22][CH2:21][CH2:20][N:19]1[C:23]1[CH:28]=[CH:27][N:26]2[N:29]=[CH:30][C:31]([C:32]([N:59]3[CH2:63][CH2:62][C@H:61]([OH:64])[CH2:60]3)=[O:34])=[C:25]2[CH:24]=1. The catalyst class is: 18.